From a dataset of Forward reaction prediction with 1.9M reactions from USPTO patents (1976-2016). Predict the product of the given reaction. (1) Given the reactants [CH2:1]([O:3][C:4](=[O:18])[CH2:5][N:6]([CH2:8][CH2:9][C@H:10]([OH:17])[C:11]1[CH:16]=[CH:15][CH:14]=[CH:13][CH:12]=1)[CH3:7])[CH3:2].[C:19]1([C:25]2[CH:30]=[CH:29][C:28](O)=[CH:27][CH:26]=2)[CH:24]=[CH:23][CH:22]=[CH:21][CH:20]=1, predict the reaction product. The product is: [CH2:1]([O:3][C:4](=[O:18])[CH2:5][N:6]([CH2:8][CH2:9][C@H:10]([C:11]1[CH:16]=[CH:15][CH:14]=[CH:13][CH:12]=1)[O:17][C:28]1[CH:29]=[CH:30][C:25]([C:19]2[CH:24]=[CH:23][CH:22]=[CH:21][CH:20]=2)=[CH:26][CH:27]=1)[CH3:7])[CH3:2]. (2) Given the reactants [C:1]([C:4]1[CH:10]=[CH:9][C:8]2[CH:11]=[CH:12][CH:13]=[CH:14][C:7]=2[NH:6]N=1)(=O)[CH3:2].[CH2:15]=O.[CH:17]1[CH2:21]CCC=1.B(F)(F)F.[CH3:26][CH2:27][O:28]CC.[OH-].[Na+].[C:33](#[N:35])C, predict the reaction product. The product is: [C:27]([N:35]1[CH2:33][C:14]2=[C:7]3[C:8](=[CH:11][CH:12]=[CH:13]2)[CH:9]2[CH2:10][CH2:4][CH2:1][CH:2]2[CH2:15][N:6]3[CH2:17][CH2:21]1)(=[O:28])[CH3:26]. (3) Given the reactants [C:1]([C:5]1[CH:6]=[C:7]2[C:12](=[C:13]([F:15])[CH:14]=1)[C:11](=[O:16])[N:10]([C:17]1[C:18]([CH2:30][OH:31])=[C:19]([N:23]3[CH:27]=[CH:26][C:25]([C:28]#[N:29])=[N:24]3)[CH:20]=[CH:21][CH:22]=1)[N:9]=[CH:8]2)([CH3:4])([CH3:3])[CH3:2].C([OH:34])C.O, predict the reaction product. The product is: [C:1]([C:5]1[CH:6]=[C:7]2[C:12](=[C:13]([F:15])[CH:14]=1)[C:11](=[O:16])[N:10]([C:17]1[C:18]([CH2:30][OH:31])=[C:19]([N:23]3[CH:27]=[CH:26][C:25]([C:28]([NH2:29])=[O:34])=[N:24]3)[CH:20]=[CH:21][CH:22]=1)[N:9]=[CH:8]2)([CH3:4])([CH3:2])[CH3:3]. (4) Given the reactants Br[C:2]1[CH:3]=[C:4]([C:13]#[N:14])[C:5]2[C:10]([CH:11]=1)=[CH:9][CH:8]=[C:7]([OH:12])[CH:6]=2.[CH3:15][O:16][C:17]1[CH:22]=[CH:21][C:20](B(O)O)=[CH:19][CH:18]=1, predict the reaction product. The product is: [OH:12][C:7]1[CH:6]=[C:5]2[C:10]([CH:11]=[C:2]([C:20]3[CH:21]=[CH:22][C:17]([O:16][CH3:15])=[CH:18][CH:19]=3)[CH:3]=[C:4]2[C:13]#[N:14])=[CH:9][CH:8]=1. (5) Given the reactants [Cl:1][C:2]1[CH:10]=[C:9]2[C:5]([C:6]([C:11]([N:13]3[CH2:18][CH2:17][CH:16]([C:19]4[CH:24]=[CH:23][CH:22]=[CH:21][C:20]=4[O:25][C:26]([F:29])([F:28])[F:27])[CH2:15][CH2:14]3)=[O:12])=[CH:7][NH:8]2)=[CH:4][CH:3]=1.Cl[CH2:31][CH2:32][NH2:33], predict the reaction product. The product is: [NH2:33][CH2:32][CH2:31][N:8]1[C:9]2[C:5](=[CH:4][CH:3]=[C:2]([Cl:1])[CH:10]=2)[C:6]([C:11]([N:13]2[CH2:18][CH2:17][CH:16]([C:19]3[CH:24]=[CH:23][CH:22]=[CH:21][C:20]=3[O:25][C:26]([F:27])([F:28])[F:29])[CH2:15][CH2:14]2)=[O:12])=[CH:7]1.